This data is from Catalyst prediction with 721,799 reactions and 888 catalyst types from USPTO. The task is: Predict which catalyst facilitates the given reaction. (1) Reactant: [OH:1][C:2]([CH:5]1[CH2:10][CH2:9][N:8](C(OCC2C=CC=CC=2)=O)[CH2:7][CH2:6]1)([CH3:4])[CH3:3]. Product: [OH:1][C:2]([CH:5]1[CH2:10][CH2:9][NH:8][CH2:7][CH2:6]1)([CH3:4])[CH3:3]. The catalyst class is: 19. (2) Product: [C:1]([C:3]1[N:8]=[CH:7][C:6]([NH:9][C@@H:10]2[CH2:15][CH2:14][CH2:13][CH2:12][C@@H:11]2[NH:16][C:17](=[O:23])[O:18][C:19]([CH3:22])([CH3:21])[CH3:20])=[CH:5][C:4]=1[NH:24][C:25]1[CH:30]=[C:29]([CH3:31])[CH:28]=[C:27]([CH3:32])[N:26]=1)(=[O:35])[NH2:2]. The catalyst class is: 6. Reactant: [C:1]([C:3]1[N:8]=[CH:7][C:6]([NH:9][C@@H:10]2[CH2:15][CH2:14][CH2:13][CH2:12][C@@H:11]2[NH:16][C:17](=[O:23])[O:18][C:19]([CH3:22])([CH3:21])[CH3:20])=[CH:5][C:4]=1[NH:24][C:25]1[CH:30]=[C:29]([CH3:31])[CH:28]=[C:27]([CH3:32])[N:26]=1)#[N:2].CS(C)=[O:35].[OH-].[Na+].OO.